Dataset: Full USPTO retrosynthesis dataset with 1.9M reactions from patents (1976-2016). Task: Predict the reactants needed to synthesize the given product. (1) The reactants are: I[CH2:2][CH3:3].CN(C=O)C.[OH:9][C:10]1[CH:19]=[C:18]([I:20])[CH:17]=[CH:16][C:11]=1[C:12]([O:14][CH3:15])=[O:13].C(=O)([O-])[O-].[K+].[K+]. Given the product [CH2:2]([O:9][C:10]1[CH:19]=[C:18]([I:20])[CH:17]=[CH:16][C:11]=1[C:12]([O:14][CH3:15])=[O:13])[CH3:3], predict the reactants needed to synthesize it. (2) The reactants are: [Br:1][C:2]1[CH:3]=[CH:4][CH:5]=[C:6]2[C:11]=1[N:10]=[C:9]([CH3:12])[CH:8]=[CH:7]2.O.[Se](=O)=[O:15]. Given the product [Br:1][C:2]1[CH:3]=[CH:4][CH:5]=[C:6]2[C:11]=1[N:10]=[C:9]([CH:12]=[O:15])[CH:8]=[CH:7]2, predict the reactants needed to synthesize it. (3) The reactants are: [F:1][C:2]1[CH:3]=[C:4](B(O)O)[CH:5]=[CH:6][C:7]=1[F:8].Cl[C:13]1[CH:18]=[C:17](Cl)[N:16]=[CH:15][N:14]=1.[IH:20]. Given the product [I:20][C:13]1[CH:18]=[C:17]([C:4]2[CH:5]=[CH:6][C:7]([F:8])=[C:2]([F:1])[CH:3]=2)[N:16]=[CH:15][N:14]=1, predict the reactants needed to synthesize it. (4) Given the product [CH3:14][N:11]1[CH2:10][CH2:9][CH:8]([C:6]2[N:7]=[C:2]([NH:36][C:35]3[CH:34]=[CH:33][C:32]([N:27]4[CH2:31][CH2:30][CH2:29][CH2:28]4)=[CH:38][CH:37]=3)[C:3]3[NH:17][N:16]=[CH:15][C:4]=3[N:5]=2)[CH2:13][CH2:12]1, predict the reactants needed to synthesize it. The reactants are: Cl[C:2]1[C:3]2[C:4](=[CH:15][N:16](CC3C=CC(OC)=CC=3)[N:17]=2)[N:5]=[C:6]([CH:8]2[CH2:13][CH2:12][N:11]([CH3:14])[CH2:10][CH2:9]2)[N:7]=1.[N:27]1([C:32]2[CH:38]=[CH:37][C:35]([NH2:36])=[CH:34][CH:33]=2)[CH2:31][CH2:30][CH2:29][CH2:28]1.Cl. (5) Given the product [F:27][C:22]1[CH:21]=[C:20]([CH:25]=[CH:24][C:23]=1[F:26])[O:19][C:13]1[CH:12]=[C:11]2[C:16]([C:17]([OH:18])=[C:8]([C:6]([NH:28][CH:29]([CH3:30])[C:31]([OH:33])=[O:32])=[O:7])[N:9]=[CH:10]2)=[CH:15][CH:14]=1, predict the reactants needed to synthesize it. The reactants are: C(O[C:6]([C:8]1[N:9]=[CH:10][C:11]2[C:16]([C:17]=1[OH:18])=[CH:15][CH:14]=[C:13]([O:19][C:20]1[CH:25]=[CH:24][C:23]([F:26])=[C:22]([F:27])[CH:21]=1)[CH:12]=2)=[O:7])CCC.[NH2:28][C@H:29]([C:31]([OH:33])=[O:32])[CH3:30].